The task is: Predict which catalyst facilitates the given reaction.. This data is from Catalyst prediction with 721,799 reactions and 888 catalyst types from USPTO. (1) Reactant: FC(F)(F)C(O)=O.C(O[N:13]([C:17]1[CH:21]=[CH:20][S:19][C:18]=1[CH2:22][CH2:23][Si:24]([CH3:27])([CH3:26])[CH3:25])C(=O)[O-])(C)(C)C. Product: [CH3:26][Si:24]([CH3:25])([CH3:27])[CH2:23][CH2:22][C:18]1[S:19][CH:20]=[CH:21][C:17]=1[NH2:13]. The catalyst class is: 4. (2) Reactant: [C:1]([C:3]1[CH:4]=[C:5]([CH:28]=[CH:29][CH:30]=1)[O:6][C:7]1[N:12]=[C:11]([O:13][C:14]2[CH:15]=[C:16]([CH2:20][CH2:21][C:22]([OH:24])=[O:23])[CH:17]=[CH:18][CH:19]=2)[C:10]([F:25])=[C:9]([CH3:26])[C:8]=1[F:27])#[N:2].CI.N1(C2CCCCCCCCCC2)CCCCCCCC[CH2:35]N1. Product: [C:1]([C:3]1[CH:4]=[C:5]([CH:28]=[CH:29][CH:30]=1)[O:6][C:7]1[N:12]=[C:11]([O:13][C:14]2[CH:15]=[C:16]([CH2:20][CH2:21][C:22]([O:24][CH3:35])=[O:23])[CH:17]=[CH:18][CH:19]=2)[C:10]([F:25])=[C:9]([CH3:26])[C:8]=1[F:27])#[N:2]. The catalyst class is: 2. (3) Reactant: [C:1](Cl)(Cl)=[O:2].C1(C)C=CC=CC=1.[OH:12][N:13]=[C:14]([C:16]1[CH:21]=[CH:20][C:19]([C:22]2([C:29]3[CH:34]=[CH:33][C:32]([O:35][CH2:36][C:37]4[CH:42]=[CH:41][CH:40]=[CH:39][N:38]=4)=[CH:31][CH:30]=3)[CH2:27][CH:26]3[CH2:28][CH:23]2[CH2:24][CH2:25]3)=[CH:18][CH:17]=1)[NH2:15]. Product: [N:38]1[CH:39]=[CH:40][CH:41]=[CH:42][C:37]=1[CH2:36][O:35][C:32]1[CH:31]=[CH:30][C:29]([C:22]2([C:19]3[CH:18]=[CH:17][C:16]([C:14]4[NH:15][C:1](=[O:2])[O:12][N:13]=4)=[CH:21][CH:20]=3)[CH2:27][CH:26]3[CH2:28][CH:23]2[CH2:24][CH2:25]3)=[CH:34][CH:33]=1. The catalyst class is: 2.